This data is from Full USPTO retrosynthesis dataset with 1.9M reactions from patents (1976-2016). The task is: Predict the reactants needed to synthesize the given product. (1) Given the product [I:17][C:3]1[C:4]([OH:9])=[N:5][C:6]([OH:8])=[N:7][C:2]=1[CH3:1], predict the reactants needed to synthesize it. The reactants are: [CH3:1][C:2]1[N:7]=[C:6]([OH:8])[N:5]=[C:4]([OH:9])[CH:3]=1.C1C(=O)N([I:17])C(=O)C1. (2) Given the product [CH2:16]([N:15]1[C:14]2[CH:18]=[CH:19][CH:20]=[CH:21][C:13]=2[NH:12]/[C:11]/1=[C:8](\[C:6]1[C:5]([CH3:22])=[CH:4][N:3]=[C:2]([NH:32][CH2:31][CH2:30][CH2:29][N:24]2[CH:28]=[N:27][CH:26]=[N:25]2)[N:7]=1)/[C:9]#[N:10])[CH3:17], predict the reactants needed to synthesize it. The reactants are: Cl[C:2]1[N:7]=[C:6]([CH:8]([CH:11]2[N:15]([CH2:16][CH3:17])[C:14]3[CH:18]=[CH:19][CH:20]=[CH:21][C:13]=3[NH:12]2)[C:9]#[N:10])[C:5]([CH3:22])=[CH:4][N:3]=1.Cl.[N:24]1([CH2:29][CH2:30][CH2:31][NH2:32])[CH:28]=[N:27][CH:26]=[N:25]1.